Dataset: Full USPTO retrosynthesis dataset with 1.9M reactions from patents (1976-2016). Task: Predict the reactants needed to synthesize the given product. (1) Given the product [CH:1]1([C@H:21]2[C@H:20]([CH3:34])[C@@H:19]([NH:22][C:23](=[O:32])[O:24][CH2:25][C:26]3[CH:27]=[CH:28][CH:29]=[CH:30][CH:31]=3)[C:14]3[C:15](=[CH:17][CH:18]=[C:12]([O:11][CH:8]4[CH2:9][CH2:10][O:6][CH2:7]4)[CH:13]=3)[NH:16]2)[CH2:4][CH2:2]1, predict the reactants needed to synthesize it. The reactants are: [CH:1]1([CH:4]=O)C[CH2:2]1.[O:6]1[CH2:10][CH2:9][CH:8]([O:11][C:12]2[CH:18]=[CH:17][C:15]([NH2:16])=[CH:14][CH:13]=2)[CH2:7]1.[CH:19](/[NH:22][C:23](=[O:32])[O:24][CH2:25][C:26]1[CH:31]=[CH:30][CH:29]=[CH:28][CH:27]=1)=[CH:20]\[CH3:21].Cl[CH2:34]Cl. (2) Given the product [F:1][C:2]1[CH:7]=[CH:6][CH:5]=[CH:4][C:3]=1[NH:8][C:9]1[N:10]([C@H:27]2[CH2:32][CH2:31][C@H:30]([CH2:33][OH:34])[CH2:29][CH2:28]2)[C:11]2[C:16]([N:17]=1)=[CH:15][N:14]=[C:13]([NH:18][C:19]1[CH:24]=[CH:23][C:22]([O:25][CH3:26])=[CH:21][CH:20]=1)[N:12]=2, predict the reactants needed to synthesize it. The reactants are: [F:1][C:2]1[CH:7]=[CH:6][CH:5]=[CH:4][C:3]=1[NH:8][C:9]1[N:10]([C@H:27]2[CH2:32][CH2:31][C@H:30]([C:33](OCC)=[O:34])[CH2:29][CH2:28]2)[C:11]2[C:16]([N:17]=1)=[CH:15][N:14]=[C:13]([NH:18][C:19]1[CH:24]=[CH:23][C:22]([O:25][CH3:26])=[CH:21][CH:20]=1)[N:12]=2.[H-].[H-].[H-].[H-].[Li+].[Al+3].C(O)(C(F)(F)F)=O. (3) Given the product [C:1]12([NH:11][C:12]3[CH:17]=[C:16]([NH:27][C:24]4[CH:25]=[CH:26][C:21]([O:20][CH3:19])=[CH:22][CH:23]=4)[N:15]=[CH:14][N:13]=3)[CH2:10][CH:5]3[CH2:6][CH:7]([CH2:9][CH:3]([CH2:4]3)[CH2:2]1)[CH2:8]2, predict the reactants needed to synthesize it. The reactants are: [C:1]12([NH:11][C:12]3[CH:17]=[C:16](Cl)[N:15]=[CH:14][N:13]=3)[CH2:10][CH:5]3[CH2:6][CH:7]([CH2:9][CH:3]([CH2:4]3)[CH2:2]1)[CH2:8]2.[CH3:19][O:20][C:21]1[CH:26]=[CH:25][C:24]([NH2:27])=[CH:23][CH:22]=1.C1C=CC(P(C2C(C3C(P(C4C=CC=CC=4)C4C=CC=CC=4)=CC=C4C=3C=CC=C4)=C3C(C=CC=C3)=CC=2)C2C=CC=CC=2)=CC=1. (4) Given the product [CH3:5][C:4]([CH3:7])([CH3:6])[CH2:3][C:12]1([CH:13]=[CH2:14])[CH:11]=[CH:10][CH:9]=[CH:16][CH2:15]1, predict the reactants needed to synthesize it. The reactants are: [Mg].Br[CH2:3][C:4]([CH3:7])([CH3:6])[CH3:5].Br[C:9]1[CH:16]=[CH:15][C:12]([CH:13]=[CH2:14])=[CH:11][CH:10]=1. (5) Given the product [Br:1][C:2]1[CH:3]=[C:4]2[C:9](=[CH:10][CH:11]=1)[N:8]=[CH:7][N:6]=[C:5]2[I:13], predict the reactants needed to synthesize it. The reactants are: [Br:1][C:2]1[CH:3]=[C:4]2[C:9](=[CH:10][CH:11]=1)[N:8]=[CH:7][N:6]=[C:5]2Cl.[I-:13].[Na+].C(#N)CC. (6) Given the product [Br:1][C:2]1[CH:10]=[C:9]([CH:8]=[C:4]([C:5](=[O:6])[N:34]([CH3:35])[CH3:33])[CH:3]=1)[CH2:11][O:12][CH2:13][C:14]1([C:27]2[CH:32]=[CH:31][CH:30]=[CH:29][CH:28]=2)[CH2:19][CH2:18][N:17]([C:20]([O:22][C:23]([CH3:24])([CH3:26])[CH3:25])=[O:21])[CH2:16][CH2:15]1, predict the reactants needed to synthesize it. The reactants are: [Br:1][C:2]1[CH:3]=[C:4]([CH:8]=[C:9]([CH2:11][O:12][CH2:13][C:14]2([C:27]3[CH:32]=[CH:31][CH:30]=[CH:29][CH:28]=3)[CH2:19][CH2:18][N:17]([C:20]([O:22][C:23]([CH3:26])([CH3:25])[CH3:24])=[O:21])[CH2:16][CH2:15]2)[CH:10]=1)[C:5](O)=[O:6].[CH3:33][NH:34][CH3:35].C(N(CC)C(C)C)(C)C.C1CN([P+](ON2N=NC3C=CC=CC2=3)(N2CCCC2)N2CCCC2)CC1.F[P-](F)(F)(F)(F)F. (7) Given the product [CH2:1]([NH:8][CH2:9][CH:10]([CH2:21][O:22][Si:27]([C:23]([CH3:26])([CH3:25])[CH3:24])([CH3:29])[CH3:28])[CH:11]([C:13]1[CH:18]=[CH:17][C:16]([Cl:19])=[C:15]([Cl:20])[CH:14]=1)[OH:12])[C:2]1[CH:7]=[CH:6][CH:5]=[CH:4][CH:3]=1, predict the reactants needed to synthesize it. The reactants are: [CH2:1]([NH:8][CH2:9][CH:10]([CH2:21][OH:22])[CH:11]([C:13]1[CH:18]=[CH:17][C:16]([Cl:19])=[C:15]([Cl:20])[CH:14]=1)[OH:12])[C:2]1[CH:7]=[CH:6][CH:5]=[CH:4][CH:3]=1.[C:23]([Si:27](Cl)([CH3:29])[CH3:28])([CH3:26])([CH3:25])[CH3:24].N1C=CN=C1. (8) Given the product [CH3:22][O:21][C:15]1[C:16]([C:2]2[C:7]([CH3:8])=[CH:6][CH:5]=[CH:4][C:3]=2[CH3:9])=[CH:17][C:12]([CH:10]=[O:11])=[CH:13][CH:14]=1, predict the reactants needed to synthesize it. The reactants are: Br[C:2]1[C:7]([CH3:8])=[CH:6][CH:5]=[CH:4][C:3]=1[CH3:9].[CH:10]([C:12]1[CH:13]=[CH:14][C:15]([O:21][CH3:22])=[C:16](B(O)O)[CH:17]=1)=[O:11].C(=O)([O-])[O-].[Na+].[Na+].C(O)C. (9) Given the product [CH3:21][N:2]([CH3:1])[C:3]1[N:8]=[C:7]([CH3:9])[C:6]([CH:10]([CH2:33][CH2:34][CH3:35])[C:11]([O:13][CH3:14])=[O:12])=[C:5]([C:15]2[CH:20]=[CH:19][CH:18]=[CH:17][CH:16]=2)[N:4]=1, predict the reactants needed to synthesize it. The reactants are: [CH3:1][N:2]([CH3:21])[C:3]1[N:8]=[C:7]([CH3:9])[C:6]([CH2:10][C:11]([O:13][CH3:14])=[O:12])=[C:5]([C:15]2[CH:20]=[CH:19][CH:18]=[CH:17][CH:16]=2)[N:4]=1.[Li+].C[Si]([N-][Si](C)(C)C)(C)C.I[CH2:33][CH2:34][CH3:35]. (10) Given the product [S:9]1[CH:10]=[CH:11][C:7]2[CH:6]=[C:5]([O:4][CH2:3][CH2:2][N:14]3[CH2:19][CH2:18][O:17][CH2:16][CH2:15]3)[CH:13]=[CH:12][C:8]1=2, predict the reactants needed to synthesize it. The reactants are: Cl[CH2:2][CH2:3][O:4][C:5]1[CH:13]=[CH:12][C:8]2[S:9][CH:10]=[CH:11][C:7]=2[CH:6]=1.[NH:14]1[CH2:19][CH2:18][O:17][CH2:16][CH2:15]1.[I-].[Na+].C(=O)(O)[O-].[Na+].